This data is from Full USPTO retrosynthesis dataset with 1.9M reactions from patents (1976-2016). The task is: Predict the reactants needed to synthesize the given product. (1) The reactants are: [Cl:1][C:2]1[CH:7]=[CH:6][C:5]([N:8]2[C:13](=[O:14])[C:12]3[CH:15]=[N:16][N:17]([C:18]4[CH:23]=[CH:22][CH:21]=[CH:20][CH:19]=4)[C:11]=3[N:10]=[C:9]2[C:24]2[CH:29]=[CH:28][C:27]([Cl:30])=[CH:26][C:25]=2[Cl:31])=[CH:4][CH:3]=1.[N+:32]([O-])([OH:34])=[O:33]. Given the product [Cl:1][C:2]1[CH:3]=[CH:4][C:5]([N:8]2[C:13](=[O:14])[C:12]3[CH:15]=[N:16][N:17]([C:18]4[CH:19]=[CH:20][CH:21]=[CH:22][C:23]=4[N+:32]([O-:34])=[O:33])[C:11]=3[N:10]=[C:9]2[C:24]2[CH:29]=[CH:28][C:27]([Cl:30])=[CH:26][C:25]=2[Cl:31])=[CH:6][CH:7]=1, predict the reactants needed to synthesize it. (2) The reactants are: [CH2:1]([O:5][C:6]1[CH:11]=[C:10](/[CH:12]=[CH:13]/[C:14]([O:16][CH3:17])=[O:15])[CH:9]=[CH:8][C:7]=1[C:18]1[CH:23]=[CH:22][CH:21]=[C:20]([CH2:24][N:25]([CH3:35])[C:26](=[O:34])[CH2:27][CH2:28][CH2:29][CH2:30][CH2:31][CH2:32][CH3:33])[CH:19]=1)[CH2:2][CH2:3][CH3:4]. Given the product [CH2:1]([O:5][C:6]1[CH:11]=[C:10]([CH2:12][CH2:13][C:14]([O:16][CH3:17])=[O:15])[CH:9]=[CH:8][C:7]=1[C:18]1[CH:23]=[CH:22][CH:21]=[C:20]([CH2:24][N:25]([CH3:35])[C:26](=[O:34])[CH2:27][CH2:28][CH2:29][CH2:30][CH2:31][CH2:32][CH3:33])[CH:19]=1)[CH2:2][CH2:3][CH3:4], predict the reactants needed to synthesize it. (3) Given the product [NH2:1][C:2]1[C:3]2[C:10]([C:11]#[N:12])=[C:9]([Br:13])[N:8]([C@@H:18]3[O:26][C@H:25]([CH2:27][O:28][C:29](=[O:36])[C:30]4[CH:35]=[CH:34][CH:33]=[CH:32][CH:31]=4)[C@@H:24]([CH3:37])[C@H:19]3[O:20][C:21](=[O:23])[CH3:22])[C:4]=2[N:5]=[CH:6][N:7]=1, predict the reactants needed to synthesize it. The reactants are: [NH2:1][C:2]1[N:7]=[CH:6][NH:5][C:4]2=[N:8][C:9]([Br:13])=[C:10]([C:11]#[N:12])[C:3]=12.C(O[CH:18]1[O:26][C@H:25]([CH2:27][O:28][C:29](=[O:36])[C:30]2[CH:35]=[CH:34][CH:33]=[CH:32][CH:31]=2)[C@@H:24]([CH3:37])[C@H:19]1[O:20][C:21](=[O:23])[CH3:22])(=O)C.[Si](OS(C(F)(F)F)(=O)=O)(C)(C)C. (4) Given the product [CH3:34][C:6]([CH3:35])([CH:2]=[O:1])[CH2:7][C:8]1[CH:13]=[C:12]([F:14])[CH:11]=[CH:10][C:9]=1[S:15]([NH:18][C:19]1[C:28]([C:29]([O:31][CH3:32])=[O:30])=[C:27]2[C:22]([C@H:23]3[CH2:33][C@H:24]3[CH2:25][O:26]2)=[CH:21][CH:20]=1)(=[O:16])=[O:17], predict the reactants needed to synthesize it. The reactants are: [O:1]1CCO[CH:2]1[C:6]([CH3:35])([CH3:34])[CH2:7][C:8]1[CH:13]=[C:12]([F:14])[CH:11]=[CH:10][C:9]=1[S:15]([NH:18][C:19]1[C:28]([C:29]([O:31][CH3:32])=[O:30])=[C:27]2[C:22]([C@H:23]3[CH2:33][C@H:24]3[CH2:25][O:26]2)=[CH:21][CH:20]=1)(=[O:17])=[O:16]. (5) Given the product [CH3:1][N:2]1[C:6]([CH2:7][CH2:8][O:9][C:11]2[CH:16]=[CH:15][C:14]([C:17]([F:20])([F:19])[F:18])=[CH:13][CH:12]=2)=[CH:5][CH:4]=[N:3]1, predict the reactants needed to synthesize it. The reactants are: [CH3:1][N:2]1[C:6]([CH2:7][CH2:8][OH:9])=[CH:5][CH:4]=[N:3]1.O[C:11]1[CH:16]=[CH:15][C:14]([C:17]([F:20])([F:19])[F:18])=[CH:13][CH:12]=1.N(C(OC(C)C)=O)=NC(OC(C)C)=O.C1(P(C2C=CC=CC=2)C2C=CC=CC=2)C=CC=CC=1.